From a dataset of Forward reaction prediction with 1.9M reactions from USPTO patents (1976-2016). Predict the product of the given reaction. (1) Given the reactants [F:1][C:2]1([F:18])[CH2:7][O:6][C:5]([NH2:8])=[N:4][C@@:3]21[C:16]1[C:11](=[CH:12][CH:13]=[C:14]([NH2:17])[CH:15]=1)[CH2:10][CH2:9]2.[F:19][C:20]([F:31])([F:30])[C:21]1[CH:22]=[CH:23][C:24]([C:27](O)=[O:28])=[N:25][CH:26]=1, predict the reaction product. The product is: [NH2:8][C:5]1[O:6][CH2:7][C:2]([F:1])([F:18])[C@@:3]2([C:16]3[C:11](=[CH:12][CH:13]=[C:14]([NH:17][C:27](=[O:28])[C:24]4[CH:23]=[CH:22][C:21]([C:20]([F:30])([F:19])[F:31])=[CH:26][N:25]=4)[CH:15]=3)[CH2:10][CH2:9]2)[N:4]=1. (2) Given the reactants CC(C)([O-])C.[K+].[F:7][C:8]1[CH:13]=[CH:12][CH:11]=[CH:10][C:9]=1[N+:14]([O-:16])=[O:15].[CH2:17]([O:19][C:20](=[O:24])[CH:21](Cl)[CH3:22])[CH3:18], predict the reaction product. The product is: [F:7][C:8]1[CH:13]=[C:12]([CH:21]([CH3:22])[C:20]([O:19][CH2:17][CH3:18])=[O:24])[CH:11]=[CH:10][C:9]=1[N+:14]([O-:16])=[O:15]. (3) The product is: [F:1][C:2]1[CH:3]=[CH:4][C:5]([O:29][CH3:30])=[C:6]([C:8]([CH3:27])([CH3:28])[CH2:9][C:10]([NH:26][CH3:33])([CH2:15][C:16]2[C:25]3[C:20](=[CH:21][CH:22]=[CH:23][CH:24]=3)[N:19]=[CH:18][CH:17]=2)[C:11]([F:12])([F:14])[F:13])[CH:7]=1. Given the reactants [F:1][C:2]1[CH:3]=[CH:4][C:5]([O:29][CH3:30])=[C:6]([C:8]([CH3:28])([CH3:27])[CH2:9][C:10]([NH2:26])([CH2:15][C:16]2[C:25]3[C:20](=[CH:21][CH:22]=[CH:23][CH:24]=3)[N:19]=[CH:18][CH:17]=2)[C:11]([F:14])([F:13])[F:12])[CH:7]=1.C=O.[C:33](O)(=O)C.C(O[BH-](OC(=O)C)OC(=O)C)(=O)C.[Na+], predict the reaction product. (4) Given the reactants [C:1]([C:3]1[CH:4]=[C:5]([CH:15]=[CH:16][CH:17]=1)[O:6][CH2:7][C:8]([O:10][C:11]([CH3:14])([CH3:13])[CH3:12])=[O:9])#[N:2].[C:18](OC)(=[O:26])[C:19]1[C:20](=[CH:22][CH:23]=[CH:24][CH:25]=1)[SH:21].C(N(CC)CC)C, predict the reaction product. The product is: [O:26]=[C:18]1[C:19]2[CH:25]=[CH:24][CH:23]=[CH:22][C:20]=2[S:21][C:1]([C:3]2[CH:4]=[C:5]([CH:15]=[CH:16][CH:17]=2)[O:6][CH2:7][C:8]([O:10][C:11]([CH3:12])([CH3:13])[CH3:14])=[O:9])=[N:2]1. (5) Given the reactants [C:1]([Cl:6])(=O)[C:2](Cl)=[O:3].[F:7][C:8]1[CH:13]=[C:12]([F:14])[CH:11]=[C:10]([F:15])[C:9]=1[CH:16]([NH:19][CH2:20][C:21]([F:27])([F:26])[C:22]([F:25])([F:24])[F:23])[C:17]#[N:18].[Cl:28]C1C=CC=CC=1, predict the reaction product. The product is: [Cl:6][C:1]1[C:2](=[O:3])[N:19]([CH2:20][C:21]([F:26])([F:27])[C:22]([F:23])([F:24])[F:25])[C:16]([C:9]2[C:8]([F:7])=[CH:13][C:12]([F:14])=[CH:11][C:10]=2[F:15])=[C:17]([Cl:28])[N:18]=1. (6) Given the reactants [Br-].[CH3:2][N:3]([CH3:25])[CH2:4][CH2:5][P+](C1C=CC=CC=1)(C1C=CC=CC=1)C1C=CC=CC=1.C[Si]([N-][Si](C)(C)C)(C)C.[K+].C1(C)C=CC=CC=1.[OH:43][CH:44]([C:46]1[O:47][C:48](=[O:63])[C:49]2[C:54]([C:55]=1[C:56]1[S:60][C:59]([CH:61]=O)=[CH:58][CH:57]=1)=[CH:53][CH:52]=[CH:51][CH:50]=2)[CH3:45].[NH4+].[Cl-], predict the reaction product. The product is: [CH3:2][N:3]([CH3:25])[CH2:4][CH:5]=[CH:61][C:59]1[S:60][C:56]([C:55]2[C:54]3[C:49](=[CH:50][CH:51]=[CH:52][CH:53]=3)[C:48](=[O:63])[O:47][C:46]=2[CH:44]([OH:43])[CH3:45])=[CH:57][CH:58]=1. (7) Given the reactants [Br:1][C:2]1[C:3]([NH:22][C:23](=[O:28])[O:24][CH2:25][CH2:26]Cl)=[CH:4][C:5]2[O:9][C:8]([C:10]3[CH:15]=[CH:14][C:13]([F:16])=[CH:12][CH:11]=3)=[C:7]([C:17](=[O:20])[NH:18][CH3:19])[C:6]=2[CH:21]=1.C([O-])([O-])=O.[K+].[K+], predict the reaction product. The product is: [Br:1][C:2]1[C:3]([N:22]2[CH2:26][CH2:25][O:24][C:23]2=[O:28])=[CH:4][C:5]2[O:9][C:8]([C:10]3[CH:15]=[CH:14][C:13]([F:16])=[CH:12][CH:11]=3)=[C:7]([C:17]([NH:18][CH3:19])=[O:20])[C:6]=2[CH:21]=1. (8) Given the reactants [F:1][C:2]1[CH:10]=[CH:9][CH:8]=[C:7]2[C:3]=1[C:4]([CH2:11][C:12]([NH2:14])=[O:13])=[CH:5][NH:6]2.C[O:16][C:17](=O)[C:18]([C:20]1[C:30]2=[C:31]3[C:26](=[CH:27][C:28]([F:32])=[CH:29]2)[CH2:25][CH2:24][CH:23]([CH3:33])[N:22]3[CH:21]=1)=O, predict the reaction product. The product is: [CH3:33][CH:23]1[CH2:24][CH2:25][C:26]2[C:31]3=[C:30]([C:20]([C:18]4[C:17](=[O:16])[NH:14][C:12](=[O:13])[C:11]=4[C:4]4[C:3]5[C:7](=[CH:8][CH:9]=[CH:10][C:2]=5[F:1])[NH:6][CH:5]=4)=[CH:21][N:22]13)[CH:29]=[C:28]([F:32])[CH:27]=2.